Dataset: Full USPTO retrosynthesis dataset with 1.9M reactions from patents (1976-2016). Task: Predict the reactants needed to synthesize the given product. (1) Given the product [Cl:1][C:2]1[N:7]=[C:6]([NH:8][C:9]2[CH:18]=[C:17]3[C:12]([CH2:13][CH2:14][NH:15][CH2:16]3)=[CH:11][CH:10]=2)[C:5]([F:26])=[CH:4][N:3]=1, predict the reactants needed to synthesize it. The reactants are: [Cl:1][C:2]1[N:7]=[C:6]([NH:8][C:9]2[CH:18]=[C:17]3[C:12]([CH2:13][CH2:14][N:15](C(OC(C)(C)C)=O)[CH2:16]3)=[CH:11][CH:10]=2)[C:5]([F:26])=[CH:4][N:3]=1. (2) Given the product [Br:2][C:3]1[C:4](=[O:18])[N:5]([C:10]2[CH:15]=[C:14]([Cl:16])[CH:13]=[C:12]([Cl:17])[CH:11]=2)[N:6]=[CH:7][C:8]=1[O:20][CH3:19], predict the reactants needed to synthesize it. The reactants are: [Na].[Br:2][C:3]1[C:4](=[O:18])[N:5]([C:10]2[CH:15]=[C:14]([Cl:16])[CH:13]=[C:12]([Cl:17])[CH:11]=2)[N:6]=[CH:7][C:8]=1Br.[CH3:19][OH:20]. (3) Given the product [CH2:1]([N:8]1[CH2:14][CH2:13][CH2:12][CH2:11][CH:10]([NH:15][C:16]([C:29]2[CH:30]=[CH:31][CH:32]=[CH:33][CH:34]=2)([C:23]2[CH:24]=[CH:25][CH:26]=[CH:27][CH:28]=2)[C:17]2[CH:18]=[CH:19][CH:20]=[CH:21][CH:22]=2)[CH2:9]1)[C:2]1[CH:3]=[CH:4][CH:5]=[CH:6][CH:7]=1, predict the reactants needed to synthesize it. The reactants are: [CH2:1]([N:8]1[CH2:14][CH2:13][CH2:12][CH2:11][CH:10]([NH:15][C:16]([C:29]2[CH:34]=[CH:33][CH:32]=[CH:31][CH:30]=2)([C:23]2[CH:28]=[CH:27][CH:26]=[CH:25][CH:24]=2)[C:17]2[CH:22]=[CH:21][CH:20]=[CH:19][CH:18]=2)[C:9]1=O)[C:2]1[CH:7]=[CH:6][CH:5]=[CH:4][CH:3]=1.[H-].[Al+3].[Li+].[H-].[H-].[H-].O.[OH-].[Na+].